Dataset: Full USPTO retrosynthesis dataset with 1.9M reactions from patents (1976-2016). Task: Predict the reactants needed to synthesize the given product. (1) Given the product [N:1]1[C:5]2[CH:6]=[CH:7][CH:8]=[CH:9][C:4]=2[NH:3][C:2]=1[CH2:19][CH2:20][CH2:21][NH2:23], predict the reactants needed to synthesize it. The reactants are: [N:1]1[C:5]2[CH:6]=[CH:7][CH:8]=[CH:9][C:4]=2[NH:3][CH:2]=1.[H-].[Na+].[H][H].BrCCCC1C=CC=[C:20]2[C:21]([NH:23]C(=O)[C:19]=12)=O.NN. (2) Given the product [CH2:1]([O:8][C:9]([N:11]1[CH2:17][CH2:16][C:15](=[O:18])[N:14]([C@H:19]([CH2:30][O:31][CH3:33])[CH2:20][CH2:21][O:22][CH2:23][C:24]2[CH:29]=[CH:28][CH:27]=[CH:26][CH:25]=2)[CH2:13][C@H:12]1[CH3:32])=[O:10])[C:2]1[CH:7]=[CH:6][CH:5]=[CH:4][CH:3]=1, predict the reactants needed to synthesize it. The reactants are: [CH2:1]([O:8][C:9]([N:11]1[CH2:17][CH2:16][C:15](=[O:18])[N:14]([C@H:19]([CH2:30][OH:31])[CH2:20][CH2:21][O:22][CH2:23][C:24]2[CH:29]=[CH:28][CH:27]=[CH:26][CH:25]=2)[CH2:13][C@H:12]1[CH3:32])=[O:10])[C:2]1[CH:7]=[CH:6][CH:5]=[CH:4][CH:3]=1.[CH3:33]I. (3) Given the product [NH2:5][C:6]1[S:7][C@:8]2([C:23]([O:25][CH3:26])=[O:24])[C@H:10]([C@:11]([C:15]3[CH:20]=[C:19]([NH2:27])[CH:18]=[CH:17][C:16]=3[F:22])([CH2:13][F:14])[N:12]=1)[CH2:9]2, predict the reactants needed to synthesize it. The reactants are: [N-]=[N+]=[N-].[Na+].[NH2:5][C:6]1[S:7][C:8]2([C:23]([O:25][CH3:26])=[O:24])[CH:10]([C@:11]([C:15]3[CH:20]=[C:19](Br)[CH:18]=[CH:17][C:16]=3[F:22])([CH2:13][F:14])[N:12]=1)[CH2:9]2.[NH4+:27].[Cl-].[OH-].[NH4+].CP(C)C. (4) Given the product [F:1][C:2]1[CH:3]=[C:4]([C:9]2(/[CH:15]=[CH:16]/[C:17]([OH:19])=[O:18])[CH2:14][CH2:13][CH2:12][CH2:11][CH2:10]2)[CH:5]=[CH:6][C:7]=1[F:8], predict the reactants needed to synthesize it. The reactants are: [F:1][C:2]1[CH:3]=[C:4]([C:9]2(/[CH:15]=[CH:16]/[C:17]([O:19]CC)=[O:18])[CH2:14][CH2:13][CH2:12][CH2:11][CH2:10]2)[CH:5]=[CH:6][C:7]=1[F:8].[OH-].[Na+].Cl. (5) Given the product [CH3:10][O:9][C:1]1[CH:6]=[C:5]([CH3:7])[CH:4]=[C:3]([CH3:8])[CH:2]=1, predict the reactants needed to synthesize it. The reactants are: [C:1]1([OH:9])[CH:6]=[C:5]([CH3:7])[CH:4]=[C:3]([CH3:8])[CH:2]=1.[C:10](=O)([O-])[O-].[K+].[K+].CN(C=O)C.IC. (6) Given the product [C:28]([C@H:32]1[CH2:37][CH2:36][C@H:35]([N:38]([CH:39]2[CH2:45][CH2:44][CH2:43][CH2:42][CH2:41][CH2:40]2)[C:7](=[O:19])[NH:8][C:9]2[S:10][C:11]([S:14][CH2:15][CH2:16][C:49]([OH:59])=[O:48])=[CH:12][N:13]=2)[CH2:34][CH2:33]1)([CH3:31])([CH3:29])[CH3:30], predict the reactants needed to synthesize it. The reactants are: C1(N([C@H]2CC[C@H](CC)CC2)[C:7](=[O:19])[NH:8][C:9]2[S:10][C:11]([S:14][CH2:15][C:16](O)=O)=[CH:12][N:13]=2)CCCC1.[C:28]([CH:32]1[CH2:37][CH2:36][CH:35]([NH:38][CH:39]2[CH2:45][CH2:44][CH2:43][CH2:42][CH2:41][CH2:40]2)[CH2:34][CH2:33]1)([CH3:31])([CH3:30])[CH3:29].C([O:48][C:49](=[O:59])CCSC1SC(N)=NC=1)C. (7) Given the product [C:14]([O:12][CH2:11][C:9]1[O:10][C:3]([CH:2]=[O:1])=[CH:5][CH:7]=1)([CH3:16])([CH3:15])[CH3:13], predict the reactants needed to synthesize it. The reactants are: [OH:1][CH2:2][C:3]([C@H:5]([C@@H:7]([C@@H:9]([CH2:11][OH:12])[OH:10])O)O)=O.[CH2:13]=[C:14]([CH3:16])[CH3:15].OS(O)(=O)=O.[O-]S(C(F)(F)F)(=O)=O.